From a dataset of Peptide-MHC class I binding affinity with 185,985 pairs from IEDB/IMGT. Regression. Given a peptide amino acid sequence and an MHC pseudo amino acid sequence, predict their binding affinity value. This is MHC class I binding data. (1) The peptide sequence is MSPHEREEEL. The MHC is Mamu-A01 with pseudo-sequence Mamu-A01. The binding affinity (normalized) is 0.198. (2) The binding affinity (normalized) is 0.114. The peptide sequence is LPADPASVL. The MHC is HLA-B14:02 with pseudo-sequence HLA-B14:02. (3) The peptide sequence is GRGQILLGK. The MHC is HLA-B58:01 with pseudo-sequence HLA-B58:01. The binding affinity (normalized) is 0.0847. (4) The binding affinity (normalized) is 0.592. The MHC is Mamu-B52 with pseudo-sequence Mamu-B52. The peptide sequence is IRLLTWLF. (5) The peptide sequence is YIENTNQGNI. The MHC is HLA-A02:06 with pseudo-sequence HLA-A02:06. The binding affinity (normalized) is 0.193.